This data is from Forward reaction prediction with 1.9M reactions from USPTO patents (1976-2016). The task is: Predict the product of the given reaction. (1) The product is: [C:35]([O:38][C:39]([NH:1][C:2]1[CH:10]=[CH:9][CH:8]=[CH:7][C:3]=1[C:4]([OH:6])=[O:5])=[O:40])([CH3:37])([CH3:36])[CH3:34]. Given the reactants [NH2:1][C:2]1[CH:10]=[CH:9][CH:8]=[CH:7][C:3]=1[C:4]([OH:6])=[O:5].CC1C=CC(COC(NNC(C2C=NC=CN=2)=O)=O)=CC=1.[OH-].[Na+].[CH3:34][C:35]([O:38][C:39](O[C:39]([O:38][C:35]([CH3:37])([CH3:36])[CH3:34])=[O:40])=[O:40])([CH3:37])[CH3:36], predict the reaction product. (2) Given the reactants [CH3:1][CH:2]([O:4][C:5]1[CH:10]=[CH:9][C:8]([C:11](=O)[CH3:12])=[CH:7][CH:6]=1)[CH3:3].[C-:14]#[N:15].[Na+].[C:17](=O)([O-])[O-:18].[NH4+:21].[NH4+].C([OH:25])C, predict the reaction product. The product is: [CH3:12][C:11]1([C:8]2[CH:9]=[CH:10][C:5]([O:4][CH:2]([CH3:3])[CH3:1])=[CH:6][CH:7]=2)[NH:21][C:17](=[O:18])[NH:15][C:14]1=[O:25].